This data is from Full USPTO retrosynthesis dataset with 1.9M reactions from patents (1976-2016). The task is: Predict the reactants needed to synthesize the given product. (1) Given the product [CH3:26][N:27]1[CH2:32][CH2:31][N:30]([C:2]2[CH:3]=[C:4]([C:23]([NH2:25])=[O:24])[C:5]3[NH:6][C:7]4[CH:8]=[C:9]([C:15]([N:17]5[CH2:22][CH2:21][O:20][CH2:19][CH2:18]5)=[O:16])[CH:10]=[CH:11][C:12]=4[C:13]=3[N:14]=2)[CH2:29][CH2:28]1, predict the reactants needed to synthesize it. The reactants are: Br[C:2]1[CH:3]=[C:4]([C:23]([NH2:25])=[O:24])[C:5]2[NH:6][C:7]3[CH:8]=[C:9]([C:15]([N:17]4[CH2:22][CH2:21][O:20][CH2:19][CH2:18]4)=[O:16])[CH:10]=[CH:11][C:12]=3[C:13]=2[N:14]=1.[CH3:26][N:27]1[CH2:32][CH2:31][NH:30][CH2:29][CH2:28]1. (2) Given the product [Br:1][C:2]1[C:7]2=[N:8][C:9]([C:12]([NH:15][CH:16]([C:17]([OH:19])([CH3:20])[CH3:18])[CH3:21])=[O:14])=[CH:10][N:11]=[C:6]2[CH:5]=[N:4][CH:3]=1, predict the reactants needed to synthesize it. The reactants are: [Br:1][C:2]1[C:7]2=[N:8][C:9]([C:12]([OH:14])=O)=[CH:10][N:11]=[C:6]2[CH:5]=[N:4][CH:3]=1.[NH2:15][CH:16]([CH3:21])[C:17]([CH3:20])([OH:19])[CH3:18].C(N(CC)CC)C.F[P-](F)(F)(F)(F)F.C[N+](C)=C(N(C)C)O. (3) Given the product [OH:11][CH:10]([C:7]1[CH:8]=[CH:9][C:4]([C:3]([O:2][CH3:1])=[O:12])=[CH:5][CH:6]=1)[CH2:19][CH:18]=[CH2:17], predict the reactants needed to synthesize it. The reactants are: [CH3:1][O:2][C:3](=[O:12])[C:4]1[CH:9]=[CH:8][C:7]([CH:10]=[O:11])=[CH:6][CH:5]=1.C(O[CH2:17][CH:18]=[CH2:19])(=O)C.O.CCN(CC)CC.CC1C(C)=C(C)C(C)=C(C)C=1C. (4) Given the product [CH:12]1([NH:18][C:2]2[CH:3]=[C:4]([OH:11])[CH:5]=[CH:6][C:7]=2[N+:8]([O-:10])=[O:9])[CH2:17][CH2:16][CH2:15][CH2:14][CH2:13]1, predict the reactants needed to synthesize it. The reactants are: F[C:2]1[CH:3]=[C:4]([OH:11])[CH:5]=[CH:6][C:7]=1[N+:8]([O-:10])=[O:9].[CH:12]1([NH2:18])[CH2:17][CH2:16][CH2:15][CH2:14][CH2:13]1. (5) Given the product [NH2:24][CH:21]1[CH2:22][CH2:23][N:18]([CH2:17][CH2:16][N:11]2[C:10]3[CH:32]=[C:6]([S:3]([CH3:1])(=[O:5])=[O:4])[CH:7]=[CH:8][C:9]=3[O:14][CH2:13][C:12]2=[O:15])[CH2:19][CH2:20]1, predict the reactants needed to synthesize it. The reactants are: [CH2:1]([S:3]([C:6]1[CH:7]=[CH:8][C:9]2[O:14][CH2:13][C:12](=[O:15])[N:11]([CH2:16][CH2:17][N:18]3[CH2:23][CH2:22][CH:21]([NH:24]C(=O)OC(C)(C)C)[CH2:20][CH2:19]3)[C:10]=2[CH:32]=1)(=[O:5])=[O:4])C.NC1CCN(CCN2C3C(=CC=C(C#N)C=3)C=CC2=O)CC1. (6) Given the product [CH:1]1([CH2:7][CH2:8][CH2:9][C:10]2[CH:11]=[C:12]([CH:15]=[CH:16][CH:17]=2)[CH2:13][N:29]2[CH2:28][CH2:27][N:26]([C:24]([O:23][C:19]([CH3:22])([CH3:21])[CH3:20])=[O:25])[CH2:31][CH2:30]2)[CH2:6][CH2:5][CH2:4][CH2:3][CH2:2]1, predict the reactants needed to synthesize it. The reactants are: [CH:1]1([CH2:7][CH2:8][CH2:9][C:10]2[CH:11]=[C:12]([CH:15]=[CH:16][CH:17]=2)[CH:13]=O)[CH2:6][CH2:5][CH2:4][CH2:3][CH2:2]1.Cl.[C:19]([O:23][C:24]([N:26]1[CH2:31][CH2:30][NH:29][CH2:28][CH2:27]1)=[O:25])([CH3:22])([CH3:21])[CH3:20].[BH-](OC(C)=O)(OC(C)=O)OC(C)=O.[Na+].[OH-].[Na+]. (7) Given the product [NH:39]1[CH:40]=[C:36]([C:31]2[CH:32]=[CH:33][CH:34]=[CH:35][C:30]=2[O:29][CH2:28][CH2:27][C:26]([CH3:60])([CH3:61])[CH2:25][CH2:24][OH:23])[N:37]=[CH:38]1, predict the reactants needed to synthesize it. The reactants are: O1C2C=CC(N)=CC=2OC1.[H-].[Na+].CC1C=CC(S([O:23][CH2:24][CH2:25][C:26]([CH3:61])([CH3:60])[CH2:27][CH2:28][O:29][C:30]2[CH:35]=[CH:34][CH:33]=[CH:32][C:31]=2[C:36]2[N:37]=[CH:38][N:39](C(C3C=CC=CC=3)(C3C=CC=CC=3)C3C=CC=CC=3)[CH:40]=2)(=O)=O)=CC=1.